This data is from Forward reaction prediction with 1.9M reactions from USPTO patents (1976-2016). The task is: Predict the product of the given reaction. (1) Given the reactants [OH:1][C:2]1[CH:3]=[C:4]2[C:9](=[CH:10][CH:11]=1)[NH:8][C:7]([C:12]([OH:14])=O)=[CH:6][C:5]2=[O:15].[CH2:16]([CH:23]1[CH2:28][CH2:27][NH:26][CH2:25][CH2:24]1)[C:17]1[CH:22]=[CH:21][CH:20]=[CH:19][CH:18]=1, predict the reaction product. The product is: [CH2:16]([CH:23]1[CH2:28][CH2:27][N:26]([C:12]([C:7]2[NH:8][C:9]3[C:4]([C:5](=[O:15])[CH:6]=2)=[CH:3][C:2]([OH:1])=[CH:11][CH:10]=3)=[O:14])[CH2:25][CH2:24]1)[C:17]1[CH:22]=[CH:21][CH:20]=[CH:19][CH:18]=1. (2) Given the reactants [CH2:1]([N:6]1[C:14]2[C:9](=[CH:10][CH:11]=[CH:12][CH:13]=2)[C:8]2[CH:15]=[C:16]([C:19]([OH:21])=O)[N:17]=[CH:18][C:7]1=2)[CH2:2][CH2:3][CH2:4][CH3:5].[NH:22]1[CH2:27][CH2:26][CH2:25][CH2:24][CH2:23]1, predict the reaction product. The product is: [CH2:1]([N:6]1[C:14]2[C:9](=[CH:10][CH:11]=[CH:12][CH:13]=2)[C:8]2[CH:15]=[C:16]([C:19]([N:22]3[CH2:27][CH2:26][CH2:25][CH2:24][CH2:23]3)=[O:21])[N:17]=[CH:18][C:7]1=2)[CH2:2][CH2:3][CH2:4][CH3:5]. (3) Given the reactants [I:1][C:2]1[CH:3]=[C:4]2[C:8](=[CH:9][CH:10]=1)[N:7]([C:11]([O:13][C:14]([CH3:17])([CH3:16])[CH3:15])=[O:12])[C:6](=[O:18])[C:5]2=[O:19].[CH2:20]1[C:28]2[C:23](=[CH:24][CH:25]=[CH:26][CH:27]=2)[CH2:22][NH:21]1, predict the reaction product. The product is: [CH2:20]1[C:28]2[C:23](=[CH:24][CH:25]=[CH:26][CH:27]=2)[CH2:22][N:21]1[C:6](=[O:18])[C:5]([C:4]1[CH:3]=[C:2]([I:1])[CH:10]=[CH:9][C:8]=1[NH:7][C:11](=[O:12])[O:13][C:14]([CH3:15])([CH3:16])[CH3:17])=[O:19]. (4) Given the reactants O=S(Cl)Cl.CN([CH:8]=[O:9])C.[C:10]1([S:16][C:17]2[CH:25]=[CH:24][CH:23]=[CH:22][C:18]=2[C:19](O)=[O:20])[CH:15]=[CH:14][CH:13]=[CH:12][CH:11]=1.O.[CH:27](Cl)(Cl)Cl, predict the reaction product. The product is: [C:10]1([S:16][C:17]2[CH:25]=[CH:24][CH:23]=[CH:22][C:18]=2[C:19]([O:9][CH2:8][CH3:27])=[O:20])[CH:15]=[CH:14][CH:13]=[CH:12][CH:11]=1. (5) The product is: [Cl:1][C:2]1[CH:3]=[C:4]([CH:9]=[CH:10][C:11]=1[O:12][CH:14]([CH3:15])[CH3:23])[C:5]([O:7][CH3:8])=[O:6]. Given the reactants [Cl:1][C:2]1[CH:3]=[C:4]([CH:9]=[CH:10][C:11]=1[OH:12])[C:5]([O:7][CH3:8])=[O:6].Br[C:14]1[CH:15]=C(C=C(OC(C)C)[CH:23]=1)C(OC)=O, predict the reaction product. (6) Given the reactants CCCCCC.C([Li])CCC.[F:12][C:13]1[CH:21]=[CH:20][C:16]2[S:17][CH:18]=[CH:19][C:15]=2[CH:14]=1.[Br:22][C:23]1[C:32]2[C:27](=[CH:28][CH:29]=[CH:30][CH:31]=2)[CH:26]=[C:25]([CH:33]=[O:34])[CH:24]=1.[Cl-].[NH4+], predict the reaction product. The product is: [Br:22][C:23]1[C:32]2[C:27](=[CH:28][CH:29]=[CH:30][CH:31]=2)[CH:26]=[C:25]([CH:33]([C:18]2[S:17][C:16]3[CH:20]=[CH:21][C:13]([F:12])=[CH:14][C:15]=3[CH:19]=2)[OH:34])[CH:24]=1. (7) Given the reactants [Mg].CCOCC.BrBr.C([O:16][C:17]1[C:24]([O:25][CH2:26][C:27]2[CH:32]=[CH:31][CH:30]=[CH:29][CH:28]=2)=[CH:23][CH:22]=[CH:21][C:18]=1[CH:19]=[O:20])C1C=CC=CC=1, predict the reaction product. The product is: [CH2:26]([O:25][C:24]1[C:17]([OH:16])=[C:18]([CH:21]=[CH:22][CH:23]=1)[CH:19]=[O:20])[C:27]1[CH:28]=[CH:29][CH:30]=[CH:31][CH:32]=1. (8) Given the reactants [CH3:1][NH:2][CH3:3].C[Al](C)C.C[O:9][C:10](=O)[C:11]1[CH:16]=[CH:15][C:14]([OH:17])=[C:13]([NH:18][C:19](=[O:38])[CH2:20][O:21][C:22]2[CH:27]=[CH:26][C:25]([C:28]34[CH2:37][CH:32]5[CH2:33][CH:34]([CH2:36][CH:30]([CH2:31]5)[CH2:29]3)[CH2:35]4)=[CH:24][CH:23]=2)[CH:12]=1.Cl, predict the reaction product. The product is: [C:28]12([C:25]3[CH:26]=[CH:27][C:22]([O:21][CH2:20][C:19]([NH:18][C:13]4[CH:12]=[C:11]([CH:16]=[CH:15][C:14]=4[OH:17])[C:10]([N:2]([CH3:3])[CH3:1])=[O:9])=[O:38])=[CH:23][CH:24]=3)[CH2:35][CH:34]3[CH2:33][CH:32]([CH2:31][CH:30]([CH2:36]3)[CH2:29]1)[CH2:37]2. (9) Given the reactants [CH3:1][C:2]([NH:4][C:5]1[CH:10]=[CH:9][C:8](Br)=[CH:7][CH:6]=1)=[O:3].[CH:12]([C:14]1[CH:15]=[C:16](B(O)O)[CH:17]=[CH:18][C:19]=1[O:20][CH3:21])=[O:13], predict the reaction product. The product is: [CH:12]([C:14]1[CH:15]=[C:16]([C:8]2[CH:9]=[CH:10][C:5]([NH:4][C:2](=[O:3])[CH3:1])=[CH:6][CH:7]=2)[CH:17]=[CH:18][C:19]=1[O:20][CH3:21])=[O:13].